This data is from Peptide-MHC class I binding affinity with 185,985 pairs from IEDB/IMGT. The task is: Regression. Given a peptide amino acid sequence and an MHC pseudo amino acid sequence, predict their binding affinity value. This is MHC class I binding data. The peptide sequence is GMRDVSFEL. The MHC is HLA-A26:01 with pseudo-sequence HLA-A26:01. The binding affinity (normalized) is 0.0847.